Dataset: Catalyst prediction with 721,799 reactions and 888 catalyst types from USPTO. Task: Predict which catalyst facilitates the given reaction. Reactant: [CH3:1][C:2]1[N:3]([CH2:14][C:15]([O:17][CH2:18][CH3:19])=[O:16])[C:4]2[CH2:5][C:6]([CH3:13])([CH3:12])[CH2:7][C:8](=O)[C:9]=2[CH:10]=1.C(O)C. Product: [CH3:1][C:2]1[N:3]([CH2:14][C:15]([O:17][CH2:18][CH3:19])=[O:16])[C:4]2[CH2:5][C:6]([CH3:13])([CH3:12])[CH2:7][CH2:8][C:9]=2[CH:10]=1. The catalyst class is: 1.